This data is from Reaction yield outcomes from USPTO patents with 853,638 reactions. The task is: Predict the reaction yield, written as a fraction of the theoretical maximum amount of product (1.0 means a 100% yield; for example, 0.34 means a 34% yield). (1) The reactants are [C:1]([O:5][C:6]([N:8]1[CH2:19][CH2:18][C:11]2([NH:15][C:14](=[O:16])[NH:13][C:12]2=[O:17])[CH2:10][CH2:9]1)=[O:7])([CH3:4])([CH3:3])[CH3:2].[CH3:20][O:21][C:22]1[CH:29]=[CH:28][C:25]([CH2:26]Cl)=[CH:24][CH:23]=1.C(=O)([O-])[O-].[K+].[K+].CN(C=O)C. The catalyst is O. The product is [C:1]([O:5][C:6]([N:8]1[CH2:9][CH2:10][C:11]2([NH:15][C:14](=[O:16])[N:13]([CH2:26][C:25]3[CH:28]=[CH:29][C:22]([O:21][CH3:20])=[CH:23][CH:24]=3)[C:12]2=[O:17])[CH2:18][CH2:19]1)=[O:7])([CH3:4])([CH3:2])[CH3:3]. The yield is 0.790. (2) The reactants are [O:1]1[CH:5]=[CH:4][CH:3]=[C:2]1[CH2:6][NH:7][S:8]([C:11]1[CH:19]=[CH:18][C:14]([C:15]([OH:17])=[O:16])=[CH:13][CH:12]=1)(=[O:10])=[O:9].[CH3:20][O:21][C:22]1[CH:29]=[CH:28][C:25]([CH2:26]Cl)=[CH:24][CH:23]=1.[C:30](=[O:33])([O-])[O-].[Cs+].[Cs+]. The catalyst is CN(C=O)C.O. The product is [O:1]1[CH:5]=[CH:4][CH:3]=[C:2]1[CH2:6][N:7]([CH2:15][C:14]1[CH:18]=[CH:19][C:11]([O:33][CH3:30])=[CH:12][CH:13]=1)[S:8]([C:11]1[CH:19]=[CH:18][C:14]([C:15]([O:17][CH2:26][C:25]2[CH:28]=[CH:29][C:22]([O:21][CH3:20])=[CH:23][CH:24]=2)=[O:16])=[CH:13][CH:12]=1)(=[O:10])=[O:9]. The yield is 0.800. (3) The reactants are [CH2:1]([O:3][C:4](=[O:12])[C:5]([F:11])([F:10])[CH:6]([OH:9])[CH2:7][CH3:8])[CH3:2].C(Cl)(Cl)Cl.[C:17](Cl)(=[O:21])[C:18]([CH3:20])=[CH2:19].C(N(CC)CC)C. The catalyst is O. The product is [CH2:1]([O:3][C:4]([C:5]([F:11])([F:10])[CH:6]([O:9][C:17](=[O:21])[C:18]([CH3:20])=[CH2:19])[CH2:7][CH3:8])=[O:12])[CH3:2]. The yield is 0.660. (4) The product is [ClH:13].[CH3:15][O:9][C:8](=[O:10])[C@H:2]([CH2:3][S:4](=[O:6])([OH:7])=[O:5])[NH2:1]. The yield is 0.750. No catalyst specified. The reactants are [NH2:1][C@H:2]([C:8]([OH:10])=[O:9])[CH2:3][S:4](=[O:7])([OH:6])=[O:5].S(Cl)([Cl:13])=O.[CH3:15]O. (5) The reactants are [F:1][C:2]1[CH:7]=[CH:6][C:5]([C:8]2[S:12][C:11]([CH2:13][OH:14])=[N:10][C:9]=2[C:15]([OH:17])=O)=[CH:4][CH:3]=1.[F:18][C:19]1[C:27]2[N:26]=[C:25]([CH2:28][CH:29]3[CH2:34][CH2:33][CH2:32][CH2:31][NH:30]3)[NH:24][C:23]=2[CH:22]=[CH:21][C:20]=1[F:35].CCN=C=NCCCN(C)C.Cl.ON1C2C=CC=CC=2N=N1. The catalyst is CN(C=O)C.C(OCC)C.CO.ClCCl. The product is [F:18][C:19]1[C:27]2[N:26]=[C:25]([CH2:28][CH:29]3[CH2:34][CH2:33][CH2:32][CH2:31][N:30]3[C:15]([C:9]3[N:10]=[C:11]([CH2:13][OH:14])[S:12][C:8]=3[C:5]3[CH:4]=[CH:3][C:2]([F:1])=[CH:7][CH:6]=3)=[O:17])[NH:24][C:23]=2[CH:22]=[CH:21][C:20]=1[F:35]. The yield is 0.330.